Dataset: Full USPTO retrosynthesis dataset with 1.9M reactions from patents (1976-2016). Task: Predict the reactants needed to synthesize the given product. (1) Given the product [Cl:27][C:21]1[CH:22]=[CH:23][CH:24]=[C:2]([Cl:1])[C:3]=1[C:4]([N:6]1[C:14]2[CH:13]=[C:12]([NH:15][C:16]([CH:18]3[CH2:19][CH2:20]3)=[O:17])[N:11]=[CH:10][C:9]=2[CH:8]=[CH:7]1)=[O:5], predict the reactants needed to synthesize it. The reactants are: [Cl:1][C:2]1[CH:24]=[C:23](C#N)[CH:22]=[C:21]([Cl:27])[C:3]=1[C:4]([N:6]1[C:14]2[CH:13]=[C:12]([NH:15][C:16]([CH:18]3[CH2:20][CH2:19]3)=[O:17])[N:11]=[CH:10][C:9]=2[CH:8]=[CH:7]1)=[O:5].N1C2C=C(N(C(C)(CC(C)(C)C)C)C(C3CC3)=O)N=CC=2C=C1.C(C1C=C(Cl)C(C(Cl)=O)=C(Cl)C=1)#N. (2) The reactants are: [Br:1][CH:2]([CH2:6][CH2:7][N:8]1[C:12](=[O:13])[C:11]([CH3:15])([CH3:14])[N:10]([CH3:16])[C:9]1=[O:17])[C:3]([OH:5])=[O:4].[NH2:18][C@@H:19]([C:28]1[CH:33]=[CH:32][CH:31]=[CH:30][CH:29]=1)[C@@H:20]([C:22]1[CH:27]=[CH:26][CH:25]=[CH:24][CH:23]=1)[OH:21].C(OC(C)C)(=O)C. Given the product [Br:1][C@H:2]([CH2:6][CH2:7][N:8]1[C:12](=[O:13])[C:11]([CH3:15])([CH3:14])[N:10]([CH3:16])[C:9]1=[O:17])[C:3]([OH:5])=[O:4].[NH2:18][CH:19]([C:28]1[CH:33]=[CH:32][CH:31]=[CH:30][CH:29]=1)[CH:20]([C:22]1[CH:27]=[CH:26][CH:25]=[CH:24][CH:23]=1)[OH:21], predict the reactants needed to synthesize it. (3) Given the product [Cl:1][C:2]1[N:7]=[C:6]([N:8]([CH3:13])[CH2:9][CH2:10][CH2:11][O:12][C:16]2[CH:17]=[C:18]3[C:22](=[CH:23][CH:24]=2)[C@H:21]([CH2:25][C:26]([O:28][CH2:29][CH3:30])=[O:27])[CH2:20][CH2:19]3)[C:5]([CH3:14])=[CH:4][N:3]=1, predict the reactants needed to synthesize it. The reactants are: [Cl:1][C:2]1[N:7]=[C:6]([N:8]([CH3:13])[CH2:9][CH2:10][CH2:11][OH:12])[C:5]([CH3:14])=[CH:4][N:3]=1.O[C:16]1[CH:17]=[C:18]2[C:22](=[CH:23][CH:24]=1)[C@H:21]([CH2:25][C:26]([O:28][CH2:29][CH3:30])=[O:27])[CH2:20][CH2:19]2.C1C=CC(P(C2C=CC=CC=2)C2C=CC=CC=2)=CC=1.C1CCN(C(N=NC(N2CCCCC2)=O)=O)CC1. (4) Given the product [CH3:20][O:19][C:7]1[CH:6]=[C:5]([C:3]([OH:4])=[O:2])[CH:10]=[C:9]([O:11][CH3:12])[C:8]=1[C:13]1[CH:18]=[CH:17][CH:16]=[CH:15][CH:14]=1, predict the reactants needed to synthesize it. The reactants are: C[O:2][C:3]([C:5]1[CH:10]=[C:9]([O:11][CH3:12])[C:8]([C:13]2[CH:18]=[CH:17][CH:16]=[CH:15][CH:14]=2)=[C:7]([O:19][CH3:20])[CH:6]=1)=[O:4].[OH-].[Na+]. (5) Given the product [OH:30][NH:29][C:27]([N:24]1[CH2:23][CH2:22][CH:21]([C:18]2[CH:19]=[CH:20][C:15]([CH2:14][N:10]3[C:11]4[C:7](=[CH:6][C:5]([S:2]([CH3:1])(=[O:3])=[O:4])=[CH:13][CH:12]=4)[CH:8]=[CH:9]3)=[N:16][CH:17]=2)[CH2:26][CH2:25]1)=[NH:28], predict the reactants needed to synthesize it. The reactants are: [CH3:1][S:2]([C:5]1[CH:6]=[C:7]2[C:11](=[CH:12][CH:13]=1)[N:10]([CH2:14][C:15]1[CH:20]=[CH:19][C:18]([CH:21]3[CH2:26][CH2:25][N:24]([C:27]#[N:28])[CH2:23][CH2:22]3)=[CH:17][N:16]=1)[CH:9]=[CH:8]2)(=[O:4])=[O:3].[NH2:29][OH:30]. (6) Given the product [ClH:1].[CH2:56]([O:55][C:51]1[CH:50]=[C:49]([CH:54]=[CH:53][CH:52]=1)[C:48]([C:37]1[C:38]2[C:43](=[CH:42][C:41]([O:44][CH3:45])=[C:40]([O:46][CH3:47])[CH:39]=2)[C:34]([C:32]([NH2:33])=[O:31])=[CH:35][N:36]=1)=[O:58])[CH3:57], predict the reactants needed to synthesize it. The reactants are: [ClH:1].C(OC1C=C(C=CC=1)C(C1C2C(=CC(OC)=C(OC)C=2)C(C#N)=CN=1)=O)C.C([O:31][C:32]([C:34]1[C:43]2[C:38](=[CH:39][C:40]([O:46][CH3:47])=[C:41]([O:44][CH3:45])[CH:42]=2)[C:37]([C:48](=[O:58])[C:49]2[CH:54]=[CH:53][CH:52]=[C:51]([O:55][CH2:56][CH3:57])[CH:50]=2)=[N:36][CH:35]=1)=[NH:33])C.C(OC1C=C(C=CC=1)C(C1C2C(=CC(OC)=C(OC)C=2)C(C(N)=O)=CN=1)=O)C.